Dataset: Full USPTO retrosynthesis dataset with 1.9M reactions from patents (1976-2016). Task: Predict the reactants needed to synthesize the given product. (1) Given the product [CH2:1]([O:3][C:4]([N:6]1[CH2:11][CH2:10][CH:9]([CH:12]=[O:13])[CH2:8][CH2:7]1)=[O:5])[CH3:2], predict the reactants needed to synthesize it. The reactants are: [CH2:1]([O:3][C:4]([N:6]1[CH2:11][CH2:10][CH:9]([CH2:12][OH:13])[CH2:8][CH2:7]1)=[O:5])[CH3:2].[Cr](Cl)([O-])(=O)=O.[NH+]1C=CC=CC=1. (2) Given the product [Cl:6][C:7]1[CH:12]=[CH:11][C:10]([S:13]([CH2:14][C:15]2[CH:20]=[C:19]([F:21])[CH:18]=[CH:17][C:16]=2[F:22])(=[O:2])=[O:25])=[CH:9][CH:8]=1, predict the reactants needed to synthesize it. The reactants are: S(=O)(=O)(O)[OH:2].[Cl:6][C:7]1[CH:12]=[CH:11][C:10]([S:13][CH2:14][C:15]2[CH:20]=[C:19]([F:21])[CH:18]=[CH:17][C:16]=2[F:22])=[CH:9][CH:8]=1.OO.[OH2:25]. (3) The reactants are: [CH:1]1([CH2:6][C@H:7]([NH:14][C:15](=[O:21])[O:16][C:17]([CH3:20])([CH3:19])[CH3:18])[CH2:8]OS(C)(=O)=O)[CH2:5][CH2:4][CH2:3][CH2:2]1.[CH3:22][NH2:23]. Given the product [CH:1]1([CH2:6][C@H:7]([NH:14][C:15](=[O:21])[O:16][C:17]([CH3:20])([CH3:19])[CH3:18])[CH2:8][NH:23][CH3:22])[CH2:5][CH2:4][CH2:3][CH2:2]1, predict the reactants needed to synthesize it.